Dataset: Full USPTO retrosynthesis dataset with 1.9M reactions from patents (1976-2016). Task: Predict the reactants needed to synthesize the given product. (1) Given the product [NH2:41][C:27]1[N:28]=[C:29]([C:31]2[CH:40]=[C:39]3[C:34]([CH2:35][CH2:36][N:37]([C:9](=[O:11])[CH2:8][CH:7]([NH:12][C:13](=[O:14])[O:15][CH3:16])[CH:1]4[CH2:2][CH2:3][CH2:4][CH2:5][CH2:6]4)[CH2:38]3)=[CH:33][CH:32]=2)[CH:30]=[C:25]([N:22]2[CH2:21][CH2:20][N:19]([CH3:18])[CH2:24][CH2:23]2)[N:26]=1, predict the reactants needed to synthesize it. The reactants are: [CH:1]1([CH:7]([NH:12][C:13]([O:15][CH3:16])=[O:14])[CH2:8][C:9]([OH:11])=O)[CH2:6][CH2:5][CH2:4][CH2:3][CH2:2]1.Cl.[CH3:18][N:19]1[CH2:24][CH2:23][N:22]([C:25]2[CH:30]=[C:29]([C:31]3[CH:40]=[C:39]4[C:34]([CH2:35][CH2:36][NH:37][CH2:38]4)=[CH:33][CH:32]=3)[N:28]=[C:27]([NH2:41])[N:26]=2)[CH2:21][CH2:20]1. (2) Given the product [CH3:23][C:13]1[S:14][C:15]([C:16]2[CH:17]=[C:18]([CH3:22])[CH:19]=[CH:20][CH:21]=2)=[C:11]([C:9]([N:8]2[CH2:7][C@@H:6]3[C@@H:4]([CH2:5]3)[C@H:3]2[CH2:2][NH:1][C:33]([C:31]2[CH:30]=[CH:29][C:28]3=[N:24][O:25][N:26]=[C:27]3[CH:32]=2)=[O:34])=[O:10])[N:12]=1, predict the reactants needed to synthesize it. The reactants are: [NH2:1][CH2:2][C@H:3]1[N:8]([C:9]([C:11]2[N:12]=[C:13]([CH3:23])[S:14][C:15]=2[C:16]2[CH:17]=[C:18]([CH3:22])[CH:19]=[CH:20][CH:21]=2)=[O:10])[CH2:7][C@@H:6]2[C@H:4]1[CH2:5]2.[N:24]1[O:25][N:26]=[C:27]2[CH:32]=[C:31]([C:33](O)=[O:34])[CH:30]=[CH:29][C:28]=12. (3) The reactants are: C(Cl)Cl.[OH:4][CH2:5][C:6](=[O:8])[CH3:7].CCN(CC)CC.[CH3:16][C:17]([Si:20](Cl)([CH3:22])[CH3:21])([CH3:19])[CH3:18]. Given the product [Si:20]([O:4][CH2:5][C:6](=[O:8])[CH3:7])([C:17]([CH3:19])([CH3:18])[CH3:16])([CH3:22])[CH3:21], predict the reactants needed to synthesize it.